From a dataset of Catalyst prediction with 721,799 reactions and 888 catalyst types from USPTO. Predict which catalyst facilitates the given reaction. (1) Reactant: Br[C:2]1[CH:7]=[C:6]([CH3:8])[C:5](Br)=[CH:4][C:3]=1[CH3:10].[C:11]([Cu])#[N:12].[CH3:14][N:15](C)C=O.N. Product: [CH3:10][C:3]1[CH:4]=[C:5]([C:11]#[N:12])[C:6]([CH3:8])=[CH:7][C:2]=1[C:14]#[N:15]. The catalyst class is: 6. (2) Reactant: [C:1]([O:5][C:6]([N:8]1[CH2:17][CH2:16][C:15]2[C:10](=[C:11]([C:18]([OH:20])=[O:19])[CH:12]=[CH:13][CH:14]=2)[CH2:9]1)=[O:7])([CH3:4])([CH3:3])[CH3:2].[CH3:21]N(C)CCN(C)C.C([Li])(C)(C)C.IC. Product: [C:1]([O:5][C:6]([N:8]1[CH2:17][CH2:16][C:15]2[C:10](=[C:11]([C:18]([OH:20])=[O:19])[CH:12]=[CH:13][CH:14]=2)[CH:9]1[CH3:21])=[O:7])([CH3:4])([CH3:2])[CH3:3]. The catalyst class is: 7. (3) Reactant: [C:1]1([C:7]2(O)[CH2:12][CH2:11][CH2:10][CH2:9][O:8]2)[CH:6]=[CH:5][CH:4]=[CH:3][CH:2]=1.[CH2:14]([Si](C)(C)C)[CH:15]=[CH2:16].B(F)(F)F.CCOCC. Product: [CH2:16]([C:7]1([C:1]2[CH:6]=[CH:5][CH:4]=[CH:3][CH:2]=2)[CH2:12][CH2:11][CH2:10][CH2:9][O:8]1)[CH:15]=[CH2:14]. The catalyst class is: 2. (4) Product: [CH3:41][S:42]([OH:45])(=[O:44])=[O:43].[Cl:36][C:33]1[S:32][C:31]([C:29]([NH:28][C:20]2[CH:21]=[C:22]([CH3:27])[C:23]([C:25]#[N:26])=[CH:24][C:19]=2[C:17]([NH:16][C:13]2[CH:14]=[CH:15][C:10]([N:9]3[CH2:8][CH2:7][O:6][C:37]3=[NH:38])=[CH:11][CH:12]=2)=[O:18])=[O:30])=[CH:35][CH:34]=1. The catalyst class is: 27. Reactant: C([Si](C)(C)[O:6][CH2:7][CH2:8][N:9]([C:37]#[N:38])[C:10]1[CH:15]=[CH:14][C:13]([NH:16][C:17]([C:19]2[CH:24]=[C:23]([C:25]#[N:26])[C:22]([CH3:27])=[CH:21][C:20]=2[NH:28][C:29]([C:31]2[S:32][C:33]([Cl:36])=[CH:34][CH:35]=2)=[O:30])=[O:18])=[CH:12][CH:11]=1)(C)(C)C.[CH3:41][S:42]([OH:45])(=[O:44])=[O:43]. (5) Reactant: [Cl:1][C:2]1[S:6][C:5]([C:7]([OH:9])=O)=[CH:4][CH:3]=1.C1(C)C=CC(S(Cl)(=O)=O)=CC=1.[NH2:21][CH2:22][C@@H:23]1[O:27][C:26](=[O:28])[N:25]([C:29]2[CH:34]=[CH:33][C:32]([N:35]3[CH2:40][CH2:39][O:38][CH2:37][C:36]3=[O:41])=[CH:31][CH:30]=2)[CH2:24]1.O. Product: [CH:33]1[C:32]([N:35]2[C:36](=[O:41])[CH2:37][O:38][CH2:39][CH2:40]2)=[CH:31][CH:30]=[C:29]([N:25]2[C:26](=[O:28])[O:27][C@@H:23]([CH2:22][NH:21][C:7]([C:5]3[S:6][C:2]([Cl:1])=[CH:3][CH:4]=3)=[O:9])[CH2:24]2)[CH:34]=1. The catalyst class is: 166. (6) Reactant: [NH2:1][C:2]1[S:3][CH:4]=[C:5]([CH2:7][O:8]/[N:9]=[C:10](/[C:18]2[CH:23]=[CH:22][CH:21]=[CH:20][CH:19]=2)\[C:11]2[N:12]([CH3:17])[O:13][C:14](=[O:16])[N:15]=2)[N:6]=1.N1C=CC=CC=1.[O:30]1[C:35]2[CH:36]=[CH:37][CH:38]=[CH:39][C:34]=2[O:33][CH2:32][CH:31]1[C:40](Cl)=[O:41]. Product: [CH3:17][N:12]1[C:11](/[C:10](=[N:9]\[O:8][CH2:7][C:5]2[N:6]=[C:2]([NH:1][C:40]([CH:31]3[O:30][C:35]4[CH:36]=[CH:37][CH:38]=[CH:39][C:34]=4[O:33][CH2:32]3)=[O:41])[S:3][CH:4]=2)/[C:18]2[CH:23]=[CH:22][CH:21]=[CH:20][CH:19]=2)=[N:15][C:14](=[O:16])[O:13]1. The catalyst class is: 4. (7) Reactant: [C:1]1([CH2:7][CH:8]=O)[CH:6]=[CH:5][CH:4]=[CH:3][CH:2]=1.[CH3:10][O:11][C:12](=[O:33])[CH:13]=P(C1C=CC=CC=1)(C1C=CC=CC=1)C1C=CC=CC=1. Product: [CH3:10][O:11][C:12](=[O:33])/[CH:13]=[CH:8]/[CH2:7][C:1]1[CH:2]=[CH:3][CH:4]=[CH:5][CH:6]=1. The catalyst class is: 260.